This data is from Peptide-MHC class I binding affinity with 185,985 pairs from IEDB/IMGT. The task is: Regression. Given a peptide amino acid sequence and an MHC pseudo amino acid sequence, predict their binding affinity value. This is MHC class I binding data. The peptide sequence is RYSHWTKL. The MHC is HLA-A11:01 with pseudo-sequence HLA-A11:01. The binding affinity (normalized) is 0.0847.